This data is from Reaction yield outcomes from USPTO patents with 853,638 reactions. The task is: Predict the reaction yield, written as a fraction of the theoretical maximum amount of product (1.0 means a 100% yield; for example, 0.34 means a 34% yield). (1) The reactants are [H-].[Na+].[CH3:3][N:4]1[C:12]2[CH:11]=[CH:10][CH:9]=[CH:8][C:7]=2[C:6]2[C:13]([C:18]([O:20][CH2:21][CH3:22])=[O:19])=[N:14][NH:15][C:16](=[O:17])[C:5]1=2.[CH2:23](Br)[C:24]1[CH:29]=[CH:28][CH:27]=[CH:26][CH:25]=1. The catalyst is C1COCC1. The product is [CH2:23]([N:15]1[C:16](=[O:17])[C:5]2[N:4]([CH3:3])[C:12]3[CH:11]=[CH:10][CH:9]=[CH:8][C:7]=3[C:6]=2[C:13]([C:18]([O:20][CH2:21][CH3:22])=[O:19])=[N:14]1)[C:24]1[CH:29]=[CH:28][CH:27]=[CH:26][CH:25]=1. The yield is 0.530. (2) The reactants are Cl[C:2]1[CH:3]=[CH:4][C:5]2[N:6]([C:8]([C:11]([F:14])([F:13])[F:12])=[N:9][N:10]=2)[N:7]=1.[NH:15]1[CH2:20][CH2:19][CH:18]([C:21]2[C:29]3[C:24](=[CH:25][CH:26]=[CH:27][CH:28]=3)[NH:23][CH:22]=2)[CH2:17][CH2:16]1.CCN(C(C)C)C(C)C. The catalyst is CN(C=O)C. The product is [NH:23]1[C:24]2[C:29](=[CH:28][CH:27]=[CH:26][CH:25]=2)[C:21]([CH:18]2[CH2:19][CH2:20][N:15]([C:2]3[CH:3]=[CH:4][C:5]4[N:6]([C:8]([C:11]([F:14])([F:13])[F:12])=[N:9][N:10]=4)[N:7]=3)[CH2:16][CH2:17]2)=[CH:22]1. The yield is 0.310. (3) The reactants are [CH3:1][C:2]1[CH:3]=[C:4]([NH:13][C:14]2[N:19]=[C:18]([C:20]([F:23])([F:22])[F:21])[CH:17]=[CH:16][N:15]=2)[CH:5]=[C:6]([C:8]2[S:12][CH:11]=[N:10][CH:9]=2)[CH:7]=1.C([N-]C(C)C)(C)C.[Li+].[S:32]1[CH2:37][CH2:36][C:35](=[O:38])[CH2:34][CH2:33]1. The catalyst is C1COCC1. The product is [CH3:1][C:2]1[CH:7]=[C:6]([C:8]2[S:12][C:11]([C:35]3([OH:38])[CH2:36][CH2:37][S:32][CH2:33][CH2:34]3)=[N:10][CH:9]=2)[CH:5]=[C:4]([NH:13][C:14]2[N:19]=[C:18]([C:20]([F:21])([F:23])[F:22])[CH:17]=[CH:16][N:15]=2)[CH:3]=1. The yield is 0.600.